Dataset: Forward reaction prediction with 1.9M reactions from USPTO patents (1976-2016). Task: Predict the product of the given reaction. (1) The product is: [CH2:1]([O:5][C:6]1[CH:11]=[CH:10][C:9]([CH2:12][C@H:13]([NH:18][C:19]([C@@H:21](/[CH:30]=[CH:31]/[CH2:32][CH2:33][CH2:34][CH2:35][CH2:36][CH2:37][CH:38]([OH:46])[CH2:39][CH2:40][CH2:41][CH2:42][CH2:43][CH2:44][CH3:45])[C@@:22]([OH:29])([CH2:26][CH2:27][OH:28])[C:23]([OH:25])=[O:24])=[O:20])[C:14]([OH:16])=[O:15])=[CH:8][CH:7]=1)[C:2]#[C:3][CH3:4]. Given the reactants [CH2:1]([O:5][C:6]1[CH:11]=[CH:10][C:9]([CH2:12][C@H:13]([NH:18][C:19]([C@@H:21](/[CH:30]=[CH:31]/[CH2:32][CH2:33][CH2:34][CH2:35][CH2:36][CH2:37][CH:38]([OH:46])[CH2:39][CH2:40][CH2:41][CH2:42][CH2:43][CH2:44][CH3:45])[C@@:22]([OH:29])([CH2:26][CH2:27][OH:28])[C:23]([O-:25])=[O:24])=[O:20])[C:14]([O:16]C)=[O:15])=[CH:8][CH:7]=1)[C:2]#[C:3][CH3:4].CO.C(=O)([O-])[O-].[K+].[K+], predict the reaction product. (2) Given the reactants [H-].[Na+].[CH:3]1[C:19]2[CH2:18][C@H:17]3[N:20]([CH2:22][CH2:23][C@@:9]45[C@H:16]3[CH:15]=[CH:14][C@H:12]([OH:13])[C@@H:10]4[O:11][C:7]([C:8]=25)=[C:5]([OH:6])[CH:4]=1)[CH3:21].Br[CH2:25][CH2:26][CH2:27][N:28]1[C:32](=[O:33])[C:31]2=[CH:34][CH:35]=[CH:36][CH:37]=[C:30]2[C:29]1=[O:38].[NH4+].[OH-], predict the reaction product. The product is: [C:29]1(=[O:38])[N:28]([CH2:27][CH2:26][CH2:25][O:6][C:5]2[CH:4]=[CH:3][C:19]3[CH2:18][C@H:17]4[N:20]([CH3:21])[CH2:22][CH2:23][C@:9]56[C:8]=3[C:7]=2[O:11][C@H:10]5[C@@H:12]([OH:13])[CH:14]=[CH:15][C@@H:16]46)[C:32](=[O:33])[C:31]2=[CH:34][CH:35]=[CH:36][CH:37]=[C:30]12. (3) Given the reactants [CH2:1]([O:11][C:12]1[CH:17]=[CH:16][C:15]([C:18]2[N:23]=[CH:22][C:21]([O:24][CH2:25][CH2:26][CH2:27][CH2:28][CH2:29][CH2:30][Si:31]([CH3:49])([CH3:48])[CH:32](I)[CH2:33][C:34]([F:46])([F:45])[C:35]([F:44])([F:43])[C:36]([F:42])([F:41])[C:37]([F:40])([F:39])[F:38])=[CH:20][N:19]=2)=[CH:14][CH:13]=1)[CH2:2][CH2:3][CH2:4][CH2:5][CH2:6][CH2:7][CH2:8][CH2:9][CH3:10].[H-].[Al+3].[Li+].[H-].[H-].[H-], predict the reaction product. The product is: [CH2:1]([O:11][C:12]1[CH:13]=[CH:14][C:15]([C:18]2[N:23]=[CH:22][C:21]([O:24][CH2:25][CH2:26][CH2:27][CH2:28][CH2:29][CH2:30][Si:31]([CH3:48])([CH3:49])[CH2:32][CH2:33][C:34]([F:45])([F:46])[C:35]([F:44])([F:43])[C:36]([F:41])([F:42])[C:37]([F:38])([F:39])[F:40])=[CH:20][N:19]=2)=[CH:16][CH:17]=1)[CH2:2][CH2:3][CH2:4][CH2:5][CH2:6][CH2:7][CH2:8][CH2:9][CH3:10]. (4) Given the reactants [CH3:1][C:2]1([CH3:18])[CH2:6][CH2:5][CH2:4][CH:3]1[C:7]1[CH:8]=[C:9]([CH:14]=[CH:15][C:16]=1[OH:17])[C:10]([O:12][CH3:13])=[O:11].C1C=CC(N([S:26]([C:29]([F:32])([F:31])[F:30])(=[O:28])=[O:27])[S:26]([C:29]([F:32])([F:31])[F:30])(=[O:28])=[O:27])=CC=1, predict the reaction product. The product is: [CH3:1][C:2]1([CH3:18])[CH2:6][CH2:5][CH2:4][CH:3]1[C:7]1[CH:8]=[C:9]([CH:14]=[CH:15][C:16]=1[O:17][S:26]([C:29]([F:32])([F:31])[F:30])(=[O:28])=[O:27])[C:10]([O:12][CH3:13])=[O:11]. (5) Given the reactants C1(C(=[N:14][CH2:15][C:16]2([C:31]([NH:33][CH2:34][C:35]3[CH:36]=[N:37][C:38]([C:41]([F:44])([F:43])[F:42])=[CH:39][CH:40]=3)=[O:32])[CH2:21][CH2:20][N:19]([C:22]3[C:23]4[CH:30]=[CH:29][NH:28][C:24]=4[N:25]=[CH:26][N:27]=3)[CH2:18][CH2:17]2)C2C=CC=CC=2)C=CC=CC=1.Cl.C(O)(C)C, predict the reaction product. The product is: [NH2:14][CH2:15][C:16]1([C:31]([NH:33][CH2:34][C:35]2[CH:36]=[N:37][C:38]([C:41]([F:42])([F:43])[F:44])=[CH:39][CH:40]=2)=[O:32])[CH2:17][CH2:18][N:19]([C:22]2[C:23]3[CH:30]=[CH:29][NH:28][C:24]=3[N:25]=[CH:26][N:27]=2)[CH2:20][CH2:21]1. (6) Given the reactants [Br:1][CH2:2][CH2:3][CH2:4][CH2:5][C:6](Cl)=[O:7].[CH3:9][O:10][C:11]1[CH:16]=[CH:15][C:14]([C:17]2[NH:21][N:20]=[C:19]([NH2:22])[CH:18]=2)=[CH:13][CH:12]=1.C(N(C(C)C)CC)(C)C, predict the reaction product. The product is: [CH3:9][O:10][C:11]1[CH:12]=[CH:13][C:14]([C:17]2[NH:21][N:20]=[C:19]([NH:22][C:6](=[O:7])[CH2:5][CH2:4][CH2:3][CH2:2][Br:1])[CH:18]=2)=[CH:15][CH:16]=1. (7) Given the reactants Br[C:2]1[C:3]2[C:10]([C:11]3[CH:16]=[CH:15][CH:14]=[CH:13][CH:12]=3)=[C:9]([C:17]3[CH:22]=[CH:21][CH:20]=[CH:19][CH:18]=3)[O:8][C:4]=2[N:5]=[CH:6][N:7]=1.[S:23]1[CH2:27][CH2:26][S:25][CH:24]1NC.C[CH2:31][N:32](C(C)C)C(C)C, predict the reaction product. The product is: [S:25]1[CH2:26][CH2:27][S:23][CH:24]1[CH2:31][NH:32][C:2]1[C:3]2[C:10]([C:11]3[CH:16]=[CH:15][CH:14]=[CH:13][CH:12]=3)=[C:9]([C:17]3[CH:22]=[CH:21][CH:20]=[CH:19][CH:18]=3)[O:8][C:4]=2[N:5]=[CH:6][N:7]=1. (8) Given the reactants [N+:1]([C:4]1[CH:9]=[CH:8][C:7]([F:10])=[CH:6][C:5]=1[OH:11])([O-:3])=[O:2].IC.[C:14]([O-])([O-])=O.[K+].[K+], predict the reaction product. The product is: [CH3:14][O:11][C:5]1[CH:6]=[C:7]([F:10])[CH:8]=[CH:9][C:4]=1[N+:1]([O-:3])=[O:2]. (9) Given the reactants [F:1][S:2]([F:20])([F:19])([F:18])([F:17])[C:3]1[CH:4]=[C:5]([C:14](=[O:16])[CH3:15])[CH:6]=[C:7]([N:9]2[CH2:13][CH2:12][CH2:11][CH2:10]2)[CH:8]=1.C(OC)(OC)OC.CC1(C)[C@]2(CS(O)(=O)=O)C(C[C@H]1CC2)=O.[Br-:43].[Br-].[Br-].C1([N+](C)(C)C)C=CC=CC=1.C1([N+](C)(C)C)C=CC=CC=1.C1([N+](C)(C)C)C=CC=CC=1, predict the reaction product. The product is: [Br:43][CH2:15][C:14]([C:5]1[CH:6]=[C:7]([N:9]2[CH2:10][CH2:11][CH2:12][CH2:13]2)[CH:8]=[C:3]([S:2]([F:1])([F:17])([F:18])([F:19])[F:20])[CH:4]=1)=[O:16].